From a dataset of Forward reaction prediction with 1.9M reactions from USPTO patents (1976-2016). Predict the product of the given reaction. (1) Given the reactants [Cl:1][C:2]1[CH:3]=[C:4](Br)[CH:5]=[CH:6][C:7]=1[Cl:8].[NH2:10][C:11]1[CH:12]=[C:13]2[C:18]3=[C:19]([CH2:21][CH2:22][CH2:23][N:17]3[CH2:16][C@@H:15]3[CH2:24][N:25](C(OC(C)(C)C)=O)[CH2:26][C@@H:14]23)[CH:20]=1, predict the reaction product. The product is: [Cl:1][C:2]1[CH:3]=[C:4]([NH:10][C:11]2[CH:12]=[C:13]3[C:18]4=[C:19]([CH2:21][CH2:22][CH2:23][N:17]4[CH2:16][C@@H:15]4[CH2:24][NH:25][CH2:26][C@@H:14]34)[CH:20]=2)[CH:5]=[CH:6][C:7]=1[Cl:8]. (2) The product is: [OH:25][NH:24][C:20]([C:18]1[CH:17]=[CH:16][C:5]2[CH2:6][N:7]([C:9]([C:11]3([CH3:15])[CH2:14][CH2:13][CH2:12]3)=[O:10])[CH2:8][C@@H:2]([CH3:1])[O:3][C:4]=2[CH:19]=1)=[O:22]. Given the reactants [CH3:1][C@@H:2]1[CH2:8][N:7]([C:9]([C:11]2([CH3:15])[CH2:14][CH2:13][CH2:12]2)=[O:10])[CH2:6][C:5]2[CH:16]=[CH:17][C:18]([C:20]([O:22]C)=O)=[CH:19][C:4]=2[O:3]1.[NH2:24][OH:25].[OH-].[Na+], predict the reaction product.